Dataset: NCI-60 drug combinations with 297,098 pairs across 59 cell lines. Task: Regression. Given two drug SMILES strings and cell line genomic features, predict the synergy score measuring deviation from expected non-interaction effect. (1) Drug 1: CCC1=C2CN3C(=CC4=C(C3=O)COC(=O)C4(CC)O)C2=NC5=C1C=C(C=C5)O. Drug 2: CC1=C(C(=CC=C1)Cl)NC(=O)C2=CN=C(S2)NC3=CC(=NC(=N3)C)N4CCN(CC4)CCO. Cell line: NCIH23. Synergy scores: CSS=29.6, Synergy_ZIP=-6.87, Synergy_Bliss=3.56, Synergy_Loewe=-7.70, Synergy_HSA=0.670. (2) Cell line: A549. Synergy scores: CSS=35.5, Synergy_ZIP=-0.193, Synergy_Bliss=-0.929, Synergy_Loewe=-22.4, Synergy_HSA=-0.367. Drug 2: CN(C(=O)NC(C=O)C(C(C(CO)O)O)O)N=O. Drug 1: C1=NC2=C(N1)C(=S)N=C(N2)N. (3) Drug 1: CC1OCC2C(O1)C(C(C(O2)OC3C4COC(=O)C4C(C5=CC6=C(C=C35)OCO6)C7=CC(=C(C(=C7)OC)O)OC)O)O. Drug 2: COC1=CC(=CC(=C1O)OC)C2C3C(COC3=O)C(C4=CC5=C(C=C24)OCO5)OC6C(C(C7C(O6)COC(O7)C8=CC=CS8)O)O. Cell line: EKVX. Synergy scores: CSS=52.9, Synergy_ZIP=7.36, Synergy_Bliss=7.78, Synergy_Loewe=6.83, Synergy_HSA=11.3. (4) Drug 1: CC1OCC2C(O1)C(C(C(O2)OC3C4COC(=O)C4C(C5=CC6=C(C=C35)OCO6)C7=CC(=C(C(=C7)OC)O)OC)O)O. Drug 2: COC1=CC(=CC(=C1O)OC)C2C3C(COC3=O)C(C4=CC5=C(C=C24)OCO5)OC6C(C(C7C(O6)COC(O7)C8=CC=CS8)O)O. Cell line: NCI-H322M. Synergy scores: CSS=5.36, Synergy_ZIP=-3.17, Synergy_Bliss=-1.45, Synergy_Loewe=-1.39, Synergy_HSA=-0.384. (5) Drug 1: CNC(=O)C1=NC=CC(=C1)OC2=CC=C(C=C2)NC(=O)NC3=CC(=C(C=C3)Cl)C(F)(F)F. Drug 2: C1CNP(=O)(OC1)N(CCCl)CCCl. Cell line: SNB-19. Synergy scores: CSS=0.619, Synergy_ZIP=1.19, Synergy_Bliss=2.38, Synergy_Loewe=1.26, Synergy_HSA=-0.322. (6) Drug 1: CN(CC1=CN=C2C(=N1)C(=NC(=N2)N)N)C3=CC=C(C=C3)C(=O)NC(CCC(=O)O)C(=O)O. Drug 2: CC1=C(C(=O)C2=C(C1=O)N3CC4C(C3(C2COC(=O)N)OC)N4)N. Cell line: HT29. Synergy scores: CSS=43.8, Synergy_ZIP=-8.88, Synergy_Bliss=-9.15, Synergy_Loewe=-16.5, Synergy_HSA=-5.86.